Dataset: Full USPTO retrosynthesis dataset with 1.9M reactions from patents (1976-2016). Task: Predict the reactants needed to synthesize the given product. Given the product [CH2:3]([NH:7][C:8]1[C:9]2[C:16]([C:17]3[CH:22]=[CH:21][CH:20]=[CH:19][CH:18]=3)=[C:15]([C:23]3[CH:24]=[CH:25][C:26]([C:27]([OH:29])=[O:28])=[CH:31][CH:32]=3)[O:14][C:10]=2[N:11]=[CH:12][N:13]=1)[CH:4]([CH3:6])[CH3:5], predict the reactants needed to synthesize it. The reactants are: [OH-].[Li+].[CH2:3]([NH:7][C:8]1[C:9]2[C:16]([C:17]3[CH:22]=[CH:21][CH:20]=[CH:19][CH:18]=3)=[C:15]([C:23]3[CH:32]=[CH:31][C:26]([C:27]([O:29]C)=[O:28])=[CH:25][CH:24]=3)[O:14][C:10]=2[N:11]=[CH:12][N:13]=1)[CH:4]([CH3:6])[CH3:5].